The task is: Predict which catalyst facilitates the given reaction.. This data is from Catalyst prediction with 721,799 reactions and 888 catalyst types from USPTO. (1) Reactant: [C:1]([O:5][C:6]([NH:8][CH2:9][CH2:10][CH2:11][C@H:12]([NH:15][C:16](=[O:22])[O:17][C:18]([CH3:21])([CH3:20])[CH3:19])[CH2:13][OH:14])=[O:7])([CH3:4])([CH3:3])[CH3:2].[CH3:23][S:24](Cl)(=[O:26])=[O:25].C(N(CC)CC)C. Product: [CH3:23][S:24]([O:14][CH2:13][C@@H:12]([NH:15][C:16]([O:17][C:18]([CH3:21])([CH3:20])[CH3:19])=[O:22])[CH2:11][CH2:10][CH2:9][NH:8][C:6]([O:5][C:1]([CH3:3])([CH3:4])[CH3:2])=[O:7])(=[O:26])=[O:25]. The catalyst class is: 4. (2) Reactant: [CH2:1]([O:8][C:9]1[CH:10]=[CH:11][C:12]([O:26][CH:27]([CH3:29])[CH3:28])=[C:13]([C:15]2[NH:25][C:18]3=[N:19][CH:20]=[C:21]([CH2:23][OH:24])[CH:22]=[C:17]3[N:16]=2)[CH:14]=1)[C:2]1[CH:7]=[CH:6][CH:5]=[CH:4][CH:3]=1. The catalyst class is: 704. Product: [CH2:1]([O:8][C:9]1[CH:10]=[CH:11][C:12]([O:26][CH:27]([CH3:29])[CH3:28])=[C:13]([C:15]2[NH:25][C:18]3=[N:19][CH:20]=[C:21]([CH:23]=[O:24])[CH:22]=[C:17]3[N:16]=2)[CH:14]=1)[C:2]1[CH:3]=[CH:4][CH:5]=[CH:6][CH:7]=1. (3) Reactant: [Cl:1][C:2]1[CH:11]=[CH:10][CH:9]=[C:8]2[C:3]=1[C:4](=[O:30])[N:5]([CH2:26][CH2:27][C:28]#[N:29])[C:6]([C@H:12]([CH:23]1[CH2:25][CH2:24]1)[NH:13][C:14]1[C:19]([Cl:20])=[C:18]([NH2:21])[N:17]=[C:16]([NH2:22])[N:15]=1)=[N:7]2.CC[OH:33].O. Product: [Cl:1][C:2]1[CH:11]=[CH:10][CH:9]=[C:8]2[C:3]=1[C:4](=[O:30])[N:5]([CH2:26][CH2:27][C:28]([NH2:29])=[O:33])[C:6]([C@H:12]([CH:23]1[CH2:24][CH2:25]1)[NH:13][C:14]1[C:19]([Cl:20])=[C:18]([NH2:21])[N:17]=[C:16]([NH2:22])[N:15]=1)=[N:7]2. The catalyst class is: 34. (4) Reactant: [S:1]1[CH:5]=[CH:4][N:3]=[C:2]1[NH:6][C:7]([C:9]1[C:17]2[C:12](=[CH:13][C:14]([F:18])=[CH:15][CH:16]=2)[N:11]([CH2:19][CH:20]2[CH2:22][CH2:21]2)[CH:10]=1)=[O:8].[Br:23]N1C(=O)CCC1=O. Product: [Br:23][C:5]1[S:1][C:2]([NH:6][C:7]([C:9]2[C:17]3[C:12](=[CH:13][C:14]([F:18])=[CH:15][CH:16]=3)[N:11]([CH2:19][CH:20]3[CH2:22][CH2:21]3)[CH:10]=2)=[O:8])=[N:3][CH:4]=1. The catalyst class is: 52. (5) Reactant: [C:1]([C:5]1[N:10]=[C:9]([N:11]2[CH2:16][CH2:15][N:14]([CH2:17][CH2:18][CH2:19][CH2:20][NH2:21])[CH2:13][CH2:12]2)[CH:8]=[C:7]([C:22]([F:25])([F:24])[F:23])[N:6]=1)([CH3:4])([CH3:3])[CH3:2].C1N=CN([C:31](N2C=NC=C2)=[O:32])C=1.[CH:38]1([N:44]2[CH2:49][CH2:48][NH:47][CH2:46][CH2:45]2)[CH2:43][CH2:42][CH2:41][CH2:40][CH2:39]1. Product: [C:1]([C:5]1[N:10]=[C:9]([N:11]2[CH2:16][CH2:15][N:14]([CH2:17][CH2:18][CH2:19][CH2:20][NH:21][C:31]([N:47]3[CH2:48][CH2:49][N:44]([CH:38]4[CH2:43][CH2:42][CH2:41][CH2:40][CH2:39]4)[CH2:45][CH2:46]3)=[O:32])[CH2:13][CH2:12]2)[CH:8]=[C:7]([C:22]([F:24])([F:25])[F:23])[N:6]=1)([CH3:4])([CH3:2])[CH3:3]. The catalyst class is: 147. (6) Reactant: [NH2:1][C:2]1[CH:3]=[C:4]([CH:8]=[CH:9][C:10]=1[OH:11])[C:5]([OH:7])=[O:6].C(=O)([O-])[O-].[K+].[K+].Cl[CH2:19][C:20](Cl)=[O:21].Cl. Product: [O:21]=[C:20]1[NH:1][C:2]2[CH:3]=[C:4]([C:5]([OH:7])=[O:6])[CH:8]=[CH:9][C:10]=2[O:11][CH2:19]1. The catalyst class is: 20. (7) Reactant: [Cl:1][C:2]1[CH:7]=[C:6]([O:8][C:9]([F:12])([F:11])[F:10])[CH:5]=[C:4]([Cl:13])[C:3]=1[NH:14][C:15]([NH:17][C:18]1[S:19][C:20]([C:30]2[CH:35]=[CH:34][C:33]([O:36][C:37]([F:40])([F:39])[F:38])=[CH:32][CH:31]=2)=[CH:21][C:22]=1[C:23]([O:25]C(C)(C)C)=[O:24])=[O:16].C(O)(C(F)(F)F)=O. Product: [Cl:1][C:2]1[CH:7]=[C:6]([O:8][C:9]([F:10])([F:11])[F:12])[CH:5]=[C:4]([Cl:13])[C:3]=1[NH:14][C:15]([NH:17][C:18]1[S:19][C:20]([C:30]2[CH:35]=[CH:34][C:33]([O:36][C:37]([F:40])([F:38])[F:39])=[CH:32][CH:31]=2)=[CH:21][C:22]=1[C:23]([OH:25])=[O:24])=[O:16]. The catalyst class is: 22.